From a dataset of NCI-60 drug combinations with 297,098 pairs across 59 cell lines. Regression. Given two drug SMILES strings and cell line genomic features, predict the synergy score measuring deviation from expected non-interaction effect. (1) Drug 1: C1=CC(=CC=C1CCC2=CNC3=C2C(=O)NC(=N3)N)C(=O)NC(CCC(=O)O)C(=O)O. Drug 2: C(CCl)NC(=O)N(CCCl)N=O. Cell line: EKVX. Synergy scores: CSS=1.50, Synergy_ZIP=3.36, Synergy_Bliss=5.95, Synergy_Loewe=-0.473, Synergy_HSA=1.60. (2) Drug 1: C1=CC(=CC=C1C#N)C(C2=CC=C(C=C2)C#N)N3C=NC=N3. Drug 2: CCC1(CC2CC(C3=C(CCN(C2)C1)C4=CC=CC=C4N3)(C5=C(C=C6C(=C5)C78CCN9C7C(C=CC9)(C(C(C8N6C)(C(=O)OC)O)OC(=O)C)CC)OC)C(=O)OC)O.OS(=O)(=O)O. Cell line: IGROV1. Synergy scores: CSS=-4.40, Synergy_ZIP=5.32, Synergy_Bliss=-3.46, Synergy_Loewe=-10.7, Synergy_HSA=-6.62. (3) Drug 1: CC(CN1CC(=O)NC(=O)C1)N2CC(=O)NC(=O)C2. Drug 2: C#CCC(CC1=CN=C2C(=N1)C(=NC(=N2)N)N)C3=CC=C(C=C3)C(=O)NC(CCC(=O)O)C(=O)O. Cell line: SK-MEL-28. Synergy scores: CSS=-0.0260, Synergy_ZIP=-3.83, Synergy_Bliss=-7.05, Synergy_Loewe=-6.98, Synergy_HSA=-6.87. (4) Drug 1: CCCS(=O)(=O)NC1=C(C(=C(C=C1)F)C(=O)C2=CNC3=C2C=C(C=N3)C4=CC=C(C=C4)Cl)F. Drug 2: CCN(CC)CCCC(C)NC1=C2C=C(C=CC2=NC3=C1C=CC(=C3)Cl)OC. Cell line: HS 578T. Synergy scores: CSS=-0.305, Synergy_ZIP=-0.344, Synergy_Bliss=-5.82, Synergy_Loewe=-14.9, Synergy_HSA=-12.0. (5) Drug 1: CC12CCC(CC1=CCC3C2CCC4(C3CC=C4C5=CN=CC=C5)C)O. Drug 2: C1C(C(OC1N2C=NC(=NC2=O)N)CO)O. Cell line: HS 578T. Synergy scores: CSS=3.25, Synergy_ZIP=3.62, Synergy_Bliss=6.57, Synergy_Loewe=2.56, Synergy_HSA=3.69.